Task: Predict the reactants needed to synthesize the given product.. Dataset: Full USPTO retrosynthesis dataset with 1.9M reactions from patents (1976-2016) (1) The reactants are: [Br:1][C:2]1[CH:3]=[C:4]([N+:13]([O-:15])=[O:14])[C:5]([CH2:8][C:9]([O:11][CH3:12])=[O:10])=[N:6][CH:7]=1.[H-].[Na+].Br[CH2:19][CH2:20][O:21][CH2:22][CH2:23]Br.[NH4+].[Cl-].[CH3:27]N(C=O)C. Given the product [Br:1][C:2]1[CH:3]=[C:4]([N+:13]([O-:15])=[O:14])[C:5]([C:8]2([C:9]([O:11][CH2:12][CH3:27])=[O:10])[CH2:23][CH2:22][O:21][CH2:20][CH2:19]2)=[N:6][CH:7]=1, predict the reactants needed to synthesize it. (2) Given the product [CH3:30][C:5]([CH3:31])([CH2:6][CH2:7][CH2:8][CH2:9][CH2:10][CH2:11][CH2:12][C:13](=[O:29])[CH2:14][CH2:15][CH2:16][CH2:17][CH2:18][CH2:19][CH2:20][C:21]([CH3:28])([CH3:27])[C:22]([OH:24])=[O:23])[C:4]([OH:32])=[O:3], predict the reactants needed to synthesize it. The reactants are: C([O:3][C:4](=[O:32])[C:5]([CH3:31])([CH3:30])[CH2:6][CH2:7][CH2:8][CH2:9][CH2:10][CH2:11][CH2:12][C:13](=[O:29])[CH2:14][CH2:15][CH2:16][CH2:17][CH2:18][CH2:19][CH2:20][C:21]([CH3:28])([CH3:27])[C:22]([O:24]CC)=[O:23])C.[OH-].[K+]. (3) Given the product [NH2:1][CH:4]1[C:13]2[C:8](=[CH:9][C:10]([F:14])=[CH:11][CH:12]=2)[O:7][C:6]2([CH2:15][N:16]([C:18]([O:20][CH2:21][C:22]3[CH:23]=[CH:24][CH:25]=[CH:26][CH:27]=3)=[O:19])[CH2:17]2)[CH2:5]1, predict the reactants needed to synthesize it. The reactants are: [N:1]([CH:4]1[C:13]2[C:8](=[CH:9][C:10]([F:14])=[CH:11][CH:12]=2)[O:7][C:6]2([CH2:17][N:16]([C:18]([O:20][CH2:21][C:22]3[CH:27]=[CH:26][CH:25]=[CH:24][CH:23]=3)=[O:19])[CH2:15]2)[CH2:5]1)=[N+]=[N-].N(C1C2C(=CC(F)=CC=2)OC2(CCN(C(OC(C)(C)C)=O)CC2)C1)=[N+]=[N-].